This data is from Reaction yield outcomes from USPTO patents with 853,638 reactions. The task is: Predict the reaction yield, written as a fraction of the theoretical maximum amount of product (1.0 means a 100% yield; for example, 0.34 means a 34% yield). (1) The reactants are [N+:1]([C:4]1[CH:5]=[C:6]([C:13]([N:15]2[CH2:20][CH2:19][N:18]([CH3:21])[CH2:17][CH2:16]2)=O)[CH:7]=[CH:8][C:9]=1[N+:10]([O-:12])=[O:11])([O-:3])=[O:2].[BH4-].[Na+].B(F)(F)F.CCOCC.CO. The catalyst is C1COCC1. The yield is 0.803. The product is [N+:1]([C:4]1[CH:5]=[C:6]([CH:7]=[CH:8][C:9]=1[N+:10]([O-:12])=[O:11])[CH2:13][N:15]1[CH2:16][CH2:17][N:18]([CH3:21])[CH2:19][CH2:20]1)([O-:3])=[O:2]. (2) The reactants are [I:1][C:2]1[CH:3]=[C:4]2[C:9](=[CH:10][CH:11]=1)[N:8]=[CH:7][NH:6][C:5]2=O.P(Cl)(Cl)([Cl:15])=O.C1(C)C=CC=CC=1.C(N(CC)CC)C. The catalyst is CC(C)=O. The product is [I:1][C:2]1[CH:3]=[C:4]2[C:9](=[CH:10][CH:11]=1)[N:8]=[CH:7][N:6]=[C:5]2[Cl:15]. The yield is 0.890.